This data is from Forward reaction prediction with 1.9M reactions from USPTO patents (1976-2016). The task is: Predict the product of the given reaction. (1) Given the reactants [F:1][C:2]([F:11])([F:10])[C:3]1[CH:4]=[C:5]([CH:7]=[CH:8][CH:9]=1)[NH2:6].[N:12]([O-])=O.[Na+].[CH3:16][C:17](=[O:22])[CH2:18][C:19](=[O:21])[CH3:20].C([O-])(=O)C.[Na+], predict the reaction product. The product is: [F:1][C:2]([F:10])([F:11])[C:3]1[CH:4]=[C:5]([NH:6][N:12]=[C:18]([C:17](=[O:22])[CH3:16])[C:19](=[O:21])[CH3:20])[CH:7]=[CH:8][CH:9]=1. (2) Given the reactants [F:1][C:2]([F:41])([F:40])[C:3]1[CH:4]=[C:5]([CH:33]=[C:34]([C:36]([F:39])([F:38])[F:37])[CH:35]=1)[C:6]([N:8]1[CH2:13][CH2:12][CH:11]([N:14]2[CH2:19][CH2:18][N:17]([C:20](=[O:25])[C:21](F)(F)F)[CH2:16][CH2:15]2)[CH:10]([C:26]2[CH:31]=[CH:30][C:29]([CH3:32])=[CH:28][CH:27]=2)[CH2:9]1)=[O:7].[CH:42]1(C(Cl)=O)C[CH2:43]1, predict the reaction product. The product is: [F:39][C:36]([F:37])([F:38])[C:34]1[CH:33]=[C:5]([C:6]([N:8]2[CH2:13][CH2:12][CH:11]([N:14]3[CH2:19][CH2:18][N:17]([C:20]([CH:21]4[CH2:43][CH2:42]4)=[O:25])[CH2:16][CH2:15]3)[CH:10]([C:26]3[CH:27]=[CH:28][C:29]([CH3:32])=[CH:30][CH:31]=3)[CH2:9]2)=[O:7])[CH:4]=[C:3]([C:2]([F:1])([F:40])[F:41])[CH:35]=1.